Predict the reactants needed to synthesize the given product. From a dataset of Full USPTO retrosynthesis dataset with 1.9M reactions from patents (1976-2016). (1) Given the product [NH2:22][C:3]1[C:2]([C:27]2[CH:28]=[CH:29][C:24]([OH:23])=[CH:25][CH:26]=2)=[C:7]([CH2:8][CH3:9])[C:6]([C:10]2[CH:15]=[CH:14][CH:13]=[C:12]([N:16]3[CH2:21][CH2:20][NH:19][CH2:18][CH2:17]3)[CH:11]=2)=[CH:5][N:4]=1, predict the reactants needed to synthesize it. The reactants are: Br[C:2]1[C:3]([NH2:22])=[N:4][CH:5]=[C:6]([C:10]2[CH:15]=[CH:14][CH:13]=[C:12]([N:16]3[CH2:21][CH2:20][NH:19][CH2:18][CH2:17]3)[CH:11]=2)[C:7]=1[CH2:8][CH3:9].[OH:23][C:24]1[CH:29]=[CH:28][C:27](B(O)O)=[CH:26][CH:25]=1.C([O-])([O-])=O.[Na+].[Na+]. (2) The reactants are: [F:1][C:2]1[CH:7]=[C:6]([O:8][C:9]2[CH:14]=[CH:13][N:12]=[C:11]([NH:15][C:16]([N:18]3[CH2:23][CH2:22][CH:21]([N:24]4[CH2:29][CH2:28][N:27]([CH3:30])[CH2:26][CH2:25]4)[CH2:20][CH2:19]3)=[O:17])[CH:10]=2)[CH:5]=[CH:4][C:3]=1[NH:31][C:32]([CH2:34][C:35]1([CH2:38][C:39]([NH:41][C:42]2[CH:47]=[CH:46][C:45]([F:48])=[CH:44][CH:43]=2)=[O:40])[CH2:37][CH2:36]1)=[O:33].[C:49]([OH:56])(=[O:55])[CH2:50][CH2:51][C:52]([OH:54])=[O:53]. Given the product [C:49]([OH:56])(=[O:55])[CH2:50][CH2:51][C:52]([OH:54])=[O:53].[F:1][C:2]1[CH:7]=[C:6]([O:8][C:9]2[CH:14]=[CH:13][N:12]=[C:11]([NH:15][C:16]([N:18]3[CH2:19][CH2:20][CH:21]([N:24]4[CH2:29][CH2:28][N:27]([CH3:30])[CH2:26][CH2:25]4)[CH2:22][CH2:23]3)=[O:17])[CH:10]=2)[CH:5]=[CH:4][C:3]=1[NH:31][C:32]([CH2:34][C:35]1([CH2:38][C:39]([NH:41][C:42]2[CH:47]=[CH:46][C:45]([F:48])=[CH:44][CH:43]=2)=[O:40])[CH2:37][CH2:36]1)=[O:33], predict the reactants needed to synthesize it. (3) The reactants are: [Br:1][C:2]1[CH:7]=[CH:6][C:5]([C:8](=[O:13])[C:9]([CH3:12])([CH3:11])[CH3:10])=[CH:4][CH:3]=1.[H-].[H-].[H-].[H-].[Li+].[Al+3]. Given the product [Br:1][C:2]1[CH:3]=[CH:4][C:5]([CH:8]([OH:13])[C:9]([CH3:11])([CH3:10])[CH3:12])=[CH:6][CH:7]=1, predict the reactants needed to synthesize it. (4) Given the product [CH2:10]([C:6]1[CH:7]=[CH:8][CH:9]=[C:4]([CH2:1][CH:2]=[CH2:3])[C:5]=1[O:13][CH3:14])[CH:11]=[CH2:12], predict the reactants needed to synthesize it. The reactants are: [CH2:1]([C:4]1[CH:9]=[CH:8][CH:7]=[C:6]([CH2:10][CH:11]=[CH2:12])[C:5]=1[OH:13])[CH:2]=[CH2:3].[C:14]1(O)C=CC=CC=1.IC. (5) Given the product [CH3:22][C:7]1[C:6]([C:4]([OH:5])=[O:3])=[C:10]2[CH:11]=[C:12]([CH3:21])[CH:13]=[C:14]([O:15][CH2:16][CH2:17][CH:18]([CH3:20])[CH3:19])[N:9]2[N:8]=1, predict the reactants needed to synthesize it. The reactants are: C([O:3][C:4]([C:6]1[C:7]([CH3:22])=[N:8][N:9]2[C:14]([O:15][CH2:16][CH2:17][CH:18]([CH3:20])[CH3:19])=[CH:13][C:12]([CH3:21])=[CH:11][C:10]=12)=[O:5])C.[OH-].[Na+].